Task: Regression. Given a peptide amino acid sequence and an MHC pseudo amino acid sequence, predict their binding affinity value. This is MHC class I binding data.. Dataset: Peptide-MHC class I binding affinity with 185,985 pairs from IEDB/IMGT (1) The peptide sequence is FQPQHGQFI. The MHC is H-2-Kb with pseudo-sequence H-2-Kb. The binding affinity (normalized) is 0.0352. (2) The peptide sequence is DQPQNGQFI. The MHC is H-2-Db with pseudo-sequence H-2-Db. The binding affinity (normalized) is 0.458. (3) The peptide sequence is KEFGATVELL. The MHC is Patr-B2401 with pseudo-sequence Patr-B2401. The binding affinity (normalized) is 0.437.